Dataset: Reaction yield outcomes from USPTO patents with 853,638 reactions. Task: Predict the reaction yield, written as a fraction of the theoretical maximum amount of product (1.0 means a 100% yield; for example, 0.34 means a 34% yield). (1) The yield is 0.760. The reactants are Cl.[NH2:2][CH2:3][C@H:4]([OH:9])[C:5]([O:7][CH3:8])=[O:6].[Cl:10][C:11]1[N:16]=[C:15]([C:17]([NH2:19])=[O:18])[CH:14]=[C:13](Cl)[N:12]=1.CCN(C(C)C)C(C)C. The catalyst is C(#N)C. The product is [C:17]([C:15]1[N:16]=[C:11]([Cl:10])[N:12]=[C:13]([NH:2][CH2:3][C@H:4]([OH:9])[C:5]([O:7][CH3:8])=[O:6])[CH:14]=1)(=[O:18])[NH2:19]. (2) The reactants are Br[CH2:2][C:3]1[CH:21]=[CH:20][C:6]([CH2:7][N:8]2[CH2:12][C@@H:11]([C:13]3[CH:18]=[CH:17][CH:16]=[CH:15][CH:14]=3)[O:10][C:9]2=[O:19])=[CH:5][CH:4]=1.[C:22]1([OH:28])[CH:27]=[CH:26][CH:25]=[CH:24][CH:23]=1.C(=O)([O-])[O-].[K+].[K+].[I-].[K+]. The catalyst is O.CC(=O)CC. The product is [O:28]([CH2:2][C:3]1[CH:21]=[CH:20][C:6]([CH2:7][N:8]2[CH2:12][C@@H:11]([C:13]3[CH:18]=[CH:17][CH:16]=[CH:15][CH:14]=3)[O:10][C:9]2=[O:19])=[CH:5][CH:4]=1)[C:22]1[CH:27]=[CH:26][CH:25]=[CH:24][CH:23]=1. The yield is 0.590. (3) The reactants are [Cl:1][C:2]1[N:3]=[C:4](Cl)[C:5]2[CH2:11][O:10][CH2:9][CH:8]([C:12]3[CH:17]=[CH:16][CH:15]=[CH:14][CH:13]=3)[C:6]=2[N:7]=1.[CH3:19][NH:20][CH3:21]. The catalyst is CO. The product is [Cl:1][C:2]1[N:3]=[C:4]([N:20]([CH3:21])[CH3:19])[C:5]2[CH2:11][O:10][CH2:9][CH:8]([C:12]3[CH:17]=[CH:16][CH:15]=[CH:14][CH:13]=3)[C:6]=2[N:7]=1. The yield is 1.00. (4) The reactants are [F:1][C:2]1[CH:23]=[CH:22][C:5]([CH2:6][O:7][CH2:8][C:9]([NH:11][CH2:12][C:13]#[C:14][C:15]2[CH:20]=[CH:19][C:18]([OH:21])=[CH:17][CH:16]=2)=[O:10])=[CH:4][CH:3]=1.NC1C=CC(CCCNC(=O)COCC2C=CC(F)=CC=2)=CC=1. The catalyst is [Pd].CO. The product is [F:1][C:2]1[CH:23]=[CH:22][C:5]([CH2:6][O:7][CH2:8][C:9]([NH:11][CH2:12][CH2:13][CH2:14][C:15]2[CH:16]=[CH:17][C:18]([OH:21])=[CH:19][CH:20]=2)=[O:10])=[CH:4][CH:3]=1. The yield is 0.850. (5) The reactants are [CH:1]1([N:6]2[CH2:11][CH2:10][N:9]([C:12]([C:14]3[CH:15]=[C:16]4[C:20](=[CH:21][CH:22]=3)[NH:19][C:18]([C:23]([N:25]3[CH2:30][CH2:29][O:28][CH2:27][CH2:26]3)=[O:24])=[CH:17]4)=[O:13])[CH2:8][CH2:7]2)[CH2:5][CH2:4][CH2:3][CH2:2]1.[H-].[Na+].[CH:33]1([CH2:36]Br)[CH2:35][CH2:34]1. The catalyst is CN(C)C=O. The product is [CH:1]1([N:6]2[CH2:7][CH2:8][N:9]([C:12]([C:14]3[CH:15]=[C:16]4[C:20](=[CH:21][CH:22]=3)[N:19]([CH2:36][CH:33]3[CH2:35][CH2:34]3)[C:18]([C:23]([N:25]3[CH2:26][CH2:27][O:28][CH2:29][CH2:30]3)=[O:24])=[CH:17]4)=[O:13])[CH2:10][CH2:11]2)[CH2:5][CH2:4][CH2:3][CH2:2]1. The yield is 0.380. (6) The reactants are C([N:8]1[CH2:12][CH2:11][C:10]([C:15]2[CH:20]=[C:19]([F:21])[CH:18]=[C:17]([Cl:22])[CH:16]=2)([O:13][CH3:14])[CH2:9]1)C1C=CC=CC=1.ClC(OC(Cl)C)=O. The catalyst is ClCCCl. The product is [Cl:22][C:17]1[CH:16]=[C:15]([C:10]2([O:13][CH3:14])[CH2:11][CH2:12][NH:8][CH2:9]2)[CH:20]=[C:19]([F:21])[CH:18]=1. The yield is 0.270. (7) The reactants are [CH3:1][O:2][C:3]([C@@H:5]([N:13]1[CH2:21][C:17]2[CH:18]=[CH:19][S:20][C:16]=2[CH2:15][CH2:14]1)[C:6]1[CH:7]=[CH:8][CH:9]=[CH:10][C:11]=1[Cl:12])=[O:4].[S:22](=[O:26])(=[O:25])([OH:24])[OH:23]. The catalyst is C(O)CCC.C(OC)(C)(C)C. The product is [CH3:1][O:2][C:3]([C@@H:5]([N:13]1[CH2:21][C:17]2[CH:18]=[CH:19][S:20][C:16]=2[CH2:15][CH2:14]1)[C:6]1[C:11]([Cl:12])=[CH:10][CH:9]=[CH:8][CH:7]=1)=[O:4].[OH:25][S:22]([OH:26])(=[O:24])=[O:23]. The yield is 0.600.